This data is from Full USPTO retrosynthesis dataset with 1.9M reactions from patents (1976-2016). The task is: Predict the reactants needed to synthesize the given product. (1) Given the product [CH:1]1([O:6][C:7]2[CH:8]=[C:9]([C@@H:13]([NH2:15])[CH3:14])[CH:10]=[CH:11][CH:12]=2)[CH2:5][CH2:4][CH2:3][CH2:2]1.[ClH:29], predict the reactants needed to synthesize it. The reactants are: [CH:1]1([O:6][C:7]2[CH:8]=[C:9]([C@@H:13]([NH:15]C(=O)OC(C)(C)C)[CH3:14])[CH:10]=[CH:11][CH:12]=2)[CH2:5][CH2:4][CH2:3][CH2:2]1.O1CCOCC1.[ClH:29]. (2) Given the product [CH3:12][CH:11]([N:13]1[CH2:14][CH2:15][CH:16]([O:19][C:20]2[CH:25]=[CH:24][C:23]([CH:26]3[CH2:31][CH2:30][N:29]([C:7]([N:1]4[CH2:6][CH2:5][O:4][CH2:3][CH2:2]4)=[O:8])[CH2:28][CH2:27]3)=[CH:22][CH:21]=2)[CH2:17][CH2:18]1)[CH3:10], predict the reactants needed to synthesize it. The reactants are: [N:1]1([C:7](Cl)=[O:8])[CH2:6][CH2:5][O:4][CH2:3][CH2:2]1.[CH3:10][CH:11]([N:13]1[CH2:18][CH2:17][CH:16]([O:19][C:20]2[CH:25]=[CH:24][C:23]([CH:26]3[CH2:31][CH2:30][NH:29][CH2:28][CH2:27]3)=[CH:22][CH:21]=2)[CH2:15][CH2:14]1)[CH3:12].CCN(CC1C=CC=CC=1)CC.C=CC1C=CC=CC=1.C=CC1C=CC(C=C)=CC=1.